This data is from Peptide-MHC class II binding affinity with 134,281 pairs from IEDB. The task is: Regression. Given a peptide amino acid sequence and an MHC pseudo amino acid sequence, predict their binding affinity value. This is MHC class II binding data. (1) The peptide sequence is KPTGAGPKDNGGACG. The MHC is DRB1_0802 with pseudo-sequence DRB1_0802. The binding affinity (normalized) is 0. (2) The peptide sequence is ATATATSAVGAPTGA. The MHC is DRB1_0101 with pseudo-sequence DRB1_0101. The binding affinity (normalized) is 0.363. (3) The peptide sequence is AFSPEVIPMFSALSEGA. The MHC is HLA-DPA10301-DPB10402 with pseudo-sequence HLA-DPA10301-DPB10402. The binding affinity (normalized) is 0.259. (4) The peptide sequence is KCLVISQVSNSDSYK. The MHC is DRB4_0101 with pseudo-sequence DRB4_0103. The binding affinity (normalized) is 0.594. (5) The peptide sequence is LIIMDEAHFTDPASI. The MHC is DRB1_0301 with pseudo-sequence DRB1_0301. The binding affinity (normalized) is 0.559. (6) The peptide sequence is GQASYKIFRIEKGKIVK. The MHC is DRB1_0401 with pseudo-sequence DRB1_0401. The binding affinity (normalized) is 0.151. (7) The binding affinity (normalized) is 0.480. The peptide sequence is VDKIDAAFKIAATAA. The MHC is HLA-DQA10101-DQB10501 with pseudo-sequence HLA-DQA10101-DQB10501. (8) The peptide sequence is PEGLLWLLLTGKVPT. The MHC is HLA-DQA10401-DQB10402 with pseudo-sequence HLA-DQA10401-DQB10402. The binding affinity (normalized) is 0.219. (9) The peptide sequence is EKKYFAATQFEPLQA. The binding affinity (normalized) is 0.253. The MHC is HLA-DQA10501-DQB10301 with pseudo-sequence HLA-DQA10501-DQB10301. (10) The peptide sequence is GELQWVDKIDAAFKI. The MHC is DRB1_1101 with pseudo-sequence DRB1_1101. The binding affinity (normalized) is 0.553.